Dataset: NCI-60 drug combinations with 297,098 pairs across 59 cell lines. Task: Regression. Given two drug SMILES strings and cell line genomic features, predict the synergy score measuring deviation from expected non-interaction effect. (1) Drug 1: CS(=O)(=O)CCNCC1=CC=C(O1)C2=CC3=C(C=C2)N=CN=C3NC4=CC(=C(C=C4)OCC5=CC(=CC=C5)F)Cl. Drug 2: COC1=C2C(=CC3=C1OC=C3)C=CC(=O)O2. Cell line: OVCAR-4. Synergy scores: CSS=-0.314, Synergy_ZIP=0.664, Synergy_Bliss=-0.121, Synergy_Loewe=-4.14, Synergy_HSA=-4.05. (2) Drug 1: C1CCN(CC1)CCOC2=CC=C(C=C2)C(=O)C3=C(SC4=C3C=CC(=C4)O)C5=CC=C(C=C5)O. Drug 2: CS(=O)(=O)CCNCC1=CC=C(O1)C2=CC3=C(C=C2)N=CN=C3NC4=CC(=C(C=C4)OCC5=CC(=CC=C5)F)Cl. Cell line: U251. Synergy scores: CSS=5.83, Synergy_ZIP=0.217, Synergy_Bliss=3.16, Synergy_Loewe=1.90, Synergy_HSA=1.47. (3) Drug 1: COC1=CC(=CC(=C1O)OC)C2C3C(COC3=O)C(C4=CC5=C(C=C24)OCO5)OC6C(C(C7C(O6)COC(O7)C8=CC=CS8)O)O. Drug 2: B(C(CC(C)C)NC(=O)C(CC1=CC=CC=C1)NC(=O)C2=NC=CN=C2)(O)O. Cell line: U251. Synergy scores: CSS=45.0, Synergy_ZIP=0.567, Synergy_Bliss=1.46, Synergy_Loewe=6.20, Synergy_HSA=4.53. (4) Drug 1: CC1=C(C=C(C=C1)NC2=NC=CC(=N2)N(C)C3=CC4=NN(C(=C4C=C3)C)C)S(=O)(=O)N.Cl. Drug 2: CN(C)C1=NC(=NC(=N1)N(C)C)N(C)C. Cell line: SR. Synergy scores: CSS=-2.84, Synergy_ZIP=-4.01, Synergy_Bliss=-10.1, Synergy_Loewe=-6.72, Synergy_HSA=-6.93. (5) Drug 1: C1CCC(C1)C(CC#N)N2C=C(C=N2)C3=C4C=CNC4=NC=N3. Drug 2: CC1=CC=C(C=C1)C2=CC(=NN2C3=CC=C(C=C3)S(=O)(=O)N)C(F)(F)F. Cell line: RXF 393. Synergy scores: CSS=1.71, Synergy_ZIP=-1.57, Synergy_Bliss=-0.0991, Synergy_Loewe=-2.18, Synergy_HSA=-0.592. (6) Drug 1: CS(=O)(=O)C1=CC(=C(C=C1)C(=O)NC2=CC(=C(C=C2)Cl)C3=CC=CC=N3)Cl. Drug 2: C1=CC(=CC=C1CCC2=CNC3=C2C(=O)NC(=N3)N)C(=O)NC(CCC(=O)O)C(=O)O. Cell line: MCF7. Synergy scores: CSS=28.6, Synergy_ZIP=-0.144, Synergy_Bliss=0.198, Synergy_Loewe=-7.64, Synergy_HSA=2.66. (7) Drug 1: CCC1=C2CN3C(=CC4=C(C3=O)COC(=O)C4(CC)O)C2=NC5=C1C=C(C=C5)O. Drug 2: CC12CCC3C(C1CCC2O)C(CC4=C3C=CC(=C4)O)CCCCCCCCCS(=O)CCCC(C(F)(F)F)(F)F. Cell line: SK-MEL-28. Synergy scores: CSS=2.38, Synergy_ZIP=-3.43, Synergy_Bliss=-3.58, Synergy_Loewe=-3.15, Synergy_HSA=-2.84.